From a dataset of Peptide-MHC class I binding affinity with 185,985 pairs from IEDB/IMGT. Regression. Given a peptide amino acid sequence and an MHC pseudo amino acid sequence, predict their binding affinity value. This is MHC class I binding data. (1) The binding affinity (normalized) is 0.0847. The peptide sequence is LLQEKYGLI. The MHC is HLA-B58:01 with pseudo-sequence HLA-B58:01. (2) The peptide sequence is HLTWSHAGY. The MHC is HLA-B15:17 with pseudo-sequence HLA-B15:17. The binding affinity (normalized) is 0.853. (3) The peptide sequence is LELRSRYWAI. The MHC is HLA-B44:03 with pseudo-sequence HLA-B44:03. The binding affinity (normalized) is 0.315. (4) The peptide sequence is YTDDYPMYK. The MHC is HLA-A02:01 with pseudo-sequence HLA-A02:01. The binding affinity (normalized) is 0.0847.